From a dataset of Full USPTO retrosynthesis dataset with 1.9M reactions from patents (1976-2016). Predict the reactants needed to synthesize the given product. (1) Given the product [F:1][C:2]([C:5]1[CH:6]=[C:7]([CH:24]=[CH:25][CH:26]=1)[CH2:8][CH:9]([CH:15]([C:17]1[CH:18]=[CH:19][C:20]([F:23])=[CH:21][CH:22]=1)[OH:16])[C:10]([OH:12])=[O:11])([F:4])[CH3:3], predict the reactants needed to synthesize it. The reactants are: [F:1][C:2]([C:5]1[CH:6]=[C:7]([CH:24]=[CH:25][CH:26]=1)[CH2:8][CH:9]([CH:15]([C:17]1[CH:22]=[CH:21][C:20]([F:23])=[CH:19][CH:18]=1)[OH:16])[C:10]([O:12]CC)=[O:11])([F:4])[CH3:3].[OH-].[Na+]. (2) Given the product [CH:11]([C:12]1[O:16][C:15]([C:2]2[CH:3]=[C:4]([CH:8]=[CH:9][CH:10]=2)[C:5]([NH2:7])=[O:6])=[CH:14][CH:13]=1)=[O:17], predict the reactants needed to synthesize it. The reactants are: N[C:2]1[CH:3]=[C:4]([CH:8]=[CH:9][CH:10]=1)[C:5]([NH2:7])=[O:6].[CH:11](=[O:17])[C:12]1[O:16][CH:15]=[CH:14][CH:13]=1. (3) Given the product [C:1]([O:5][C:6](=[O:23])[NH:7][C:8]1[CH2:9][O:10][CH2:11][C:12]([C:15]2[CH:20]=[C:19]([NH:21][CH2:34][C:30]3[O:29][CH:33]=[CH:32][CH:31]=3)[CH:18]=[CH:17][C:16]=2[F:22])([CH3:14])[N:13]=1)([CH3:2])([CH3:3])[CH3:4], predict the reactants needed to synthesize it. The reactants are: [C:1]([O:5][C:6](=[O:23])[NH:7][C:8]1[CH2:9][O:10][CH2:11][C:12]([C:15]2[CH:20]=[C:19]([NH2:21])[CH:18]=[CH:17][C:16]=2[F:22])([CH3:14])[N:13]=1)([CH3:4])([CH3:3])[CH3:2].CC([O-])=O.[Na+].[O:29]1[CH:33]=[CH:32][CH:31]=[C:30]1[CH:34]=O.[BH4-].[Na+]. (4) Given the product [OH:22][C:5]1([C:3]([O:2][CH3:1])=[O:4])[C:6]2[CH:7]=[CH:8][CH:9]=[CH:10][C:11]=2[O:12][C:13]2[C:18]1=[CH:17][CH:16]=[CH:15][CH:14]=2, predict the reactants needed to synthesize it. The reactants are: [CH3:1][O:2][C:3]([CH:5]1[C:18]2[CH:17]=[CH:16][CH:15]=[CH:14][C:13]=2[O:12][C:11]2[C:6]1=[CH:7][CH:8]=[CH:9][CH:10]=2)=[O:4].CC(C)([O-:22])C.[K+].O=O.Cl.